Dataset: Full USPTO retrosynthesis dataset with 1.9M reactions from patents (1976-2016). Task: Predict the reactants needed to synthesize the given product. Given the product [Cl:1][C:2]1[CH:3]=[C:4]([CH2:8][CH2:9][NH:10][C:11]([C:13]2[N:14]=[C:15]([CH2:18][NH:19][C:29](=[O:30])[CH2:28][O:27][C:26]3[CH:32]=[CH:33][C:23]([O:22][C:21]([F:34])([F:20])[F:35])=[CH:24][CH:25]=3)[S:16][CH:17]=2)=[O:12])[CH:5]=[CH:6][CH:7]=1, predict the reactants needed to synthesize it. The reactants are: [Cl:1][C:2]1[CH:3]=[C:4]([CH2:8][CH2:9][NH:10][C:11]([C:13]2[N:14]=[C:15]([CH2:18][NH2:19])[S:16][CH:17]=2)=[O:12])[CH:5]=[CH:6][CH:7]=1.[F:20][C:21]([F:35])([F:34])[O:22][C:23]1[CH:33]=[CH:32][C:26]([O:27][CH2:28][C:29](Cl)=[O:30])=[CH:25][CH:24]=1.N1C=CC=CC=1.[NH4+].[Cl-].